Predict which catalyst facilitates the given reaction. From a dataset of Catalyst prediction with 721,799 reactions and 888 catalyst types from USPTO. (1) The catalyst class is: 191. Product: [CH3:1][C:2]1[N:3]=[CH:4][O:5][C:6]=1[C:7]([C:9]1[CH:14]=[CH:13][CH:12]=[CH:11][C:10]=1[CH:15]([CH3:22])[C:16]#[CH:17])=[O:8]. Reactant: [CH3:1][C:2]1[N:3]=[CH:4][O:5][C:6]=1[C:7]([C:9]1[CH:14]=[CH:13][CH:12]=[CH:11][C:10]=1[CH:15]([CH3:22])[C:16]#[C:17][Si](C)(C)C)=[O:8].C([O-])([O-])=O.[K+].[K+].CCCCCC. (2) Reactant: Cl.[CH2:2]([N:5]1[C:10](=[O:11])[C:9]2[CH2:12][NH:13][CH2:14][CH2:15][C:8]=2[NH:7][C:6]1=[O:16])[C:3]#[CH:4].C(N(CC)CC)C.[Cl:24][C:25]1[CH:33]=[CH:32][C:28]([C:29](Cl)=[O:30])=[CH:27][CH:26]=1.O. Product: [Cl:24][C:25]1[CH:33]=[CH:32][C:28]([C:29]([N:13]2[CH2:14][CH2:15][C:8]3[NH:7][C:6](=[O:16])[N:5]([CH2:2][C:3]#[CH:4])[C:10](=[O:11])[C:9]=3[CH2:12]2)=[O:30])=[CH:27][CH:26]=1. The catalyst class is: 2. (3) Reactant: [Si:1]([O:8][C@@H:9]1[C@@H:13]([CH:14]=[CH2:15])[CH2:12][N:11]([C:16]([O:18][C:19]([CH3:22])([CH3:21])[CH3:20])=[O:17])[CH2:10]1)([C:4]([CH3:7])([CH3:6])[CH3:5])([CH3:3])[CH3:2]. Product: [Si:1]([O:8][C@@H:9]1[C@@H:13]([CH2:14][CH3:15])[CH2:12][N:11]([C:16]([O:18][C:19]([CH3:20])([CH3:22])[CH3:21])=[O:17])[CH2:10]1)([C:4]([CH3:7])([CH3:5])[CH3:6])([CH3:3])[CH3:2]. The catalyst class is: 29. (4) The catalyst class is: 3. Reactant: [OH:1][C@H:2]1[CH2:7][CH2:6][C@H:5]([NH:8][S:9]([C:12]2[CH:17]=[CH:16][C:15]([C:18]([F:21])([F:20])[F:19])=[CH:14][CH:13]=2)(=[O:11])=[O:10])[CH2:4][CH2:3]1.C([O-])([O-])=O.[K+].[K+].[CH2:28](Br)[CH3:29]. Product: [CH2:28]([N:8]([C@H:5]1[CH2:6][CH2:7][C@H:2]([OH:1])[CH2:3][CH2:4]1)[S:9]([C:12]1[CH:17]=[CH:16][C:15]([C:18]([F:21])([F:19])[F:20])=[CH:14][CH:13]=1)(=[O:11])=[O:10])[CH3:29]. (5) Reactant: O1CCCCC1[O:7][NH:8][C:9]([C:11]1([S:17]([C:20]2[CH:25]=[CH:24][C:23]([C:26]3[CH:31]=NC(CCC(F)(F)C)=CN=3)=[CH:22][CH:21]=2)(=[O:19])=[O:18])[CH2:16][CH2:15][O:14][CH2:13][CH2:12]1)=[O:10].Cl.Cl.C1(N2CCC(S(C3C=CC(C4C=NC(CC[C:70]([F:76])([F:75])[C:71]([F:74])([F:73])F)=CN=4)=CC=3)(=O)=O)(C(NO)=O)CC2)CC1.ON1[C:82]2[CH:83]=[CH:84]C=C[C:81]=2N=N1.C(N(CC)CC)C.Cl.CN(C)CCCN=C=NCC.[O:106]1CCCCC1ON. Product: [F:74][C:71]([F:73])([O:106][C:82]1[CH:83]=[CH:84][C:26]([C:23]2[CH:24]=[CH:25][C:20]([S:17]([C:11]3([C:9]([NH:8][OH:7])=[O:10])[CH2:16][CH2:15][O:14][CH2:13][CH2:12]3)(=[O:18])=[O:19])=[CH:21][CH:22]=2)=[CH:31][CH:81]=1)[CH:70]([F:75])[F:76]. The catalyst class is: 42.